Task: Predict the product of the given reaction.. Dataset: Forward reaction prediction with 1.9M reactions from USPTO patents (1976-2016) (1) Given the reactants [CH3:1][S:2]([CH2:5][CH2:6][C:7]1[CH:8]=[CH:9][CH:10]=[C:11]2[C:15]=1[NH:14][CH:13]=[C:12]2[C:16](=[O:24])[CH2:17][C:18]1[CH:23]=[CH:22][CH:21]=[CH:20][CH:19]=1)(=[O:4])=[O:3].[Br-].[Br-].[Br-].C1([N+](C)(C)C)C=CC=CC=1.C1([N+](C)(C)C)C=CC=CC=1.C1([N+](C)(C)C)C=CC=CC=1.[CH3:58][O:59][C:60]1[CH:61]=[C:62]([CH:64]=[C:65]([O:67][CH3:68])[CH:66]=1)[NH2:63], predict the reaction product. The product is: [CH3:68][O:67][C:65]1[CH:64]=[C:62]([NH:63][CH:17]([C:18]2[CH:19]=[CH:20][CH:21]=[CH:22][CH:23]=2)[C:16]([C:12]2[C:11]3[C:15](=[C:7]([CH2:6][CH2:5][S:2]([CH3:1])(=[O:4])=[O:3])[CH:8]=[CH:9][CH:10]=3)[NH:14][CH:13]=2)=[O:24])[CH:61]=[C:60]([O:59][CH3:58])[CH:66]=1. (2) Given the reactants [NH2:1][C:2]1[N:3]=[CH:4][C:5]([C:8]2[CH:13]=[CH:12][C:11]([C:14]3[C:15]([C:24](O)=O)=[CH:16][C:17]([C:20]([F:23])([F:22])[F:21])=[CH:18][CH:19]=3)=[CH:10][C:9]=2[F:27])=[N:6][CH:7]=1.[CH2:28]([CH2:30][NH2:31])[OH:29], predict the reaction product. The product is: [NH2:1][C:2]1[N:3]=[CH:4][C:5]([C:8]2[CH:13]=[CH:12][C:11]([C:14]3[CH:19]=[CH:18][C:17]([C:20]([F:23])([F:21])[F:22])=[CH:16][C:15]=3[CH2:24][NH:31][CH2:30][CH2:28][OH:29])=[CH:10][C:9]=2[F:27])=[N:6][CH:7]=1. (3) Given the reactants C([O:3][C:4]([C:6]1[C:7]2[CH:8]=[C:9]([CH2:15][C:16]([OH:34])([C:30]([F:33])([F:32])[F:31])[CH2:17][C:18]([C:21]3[CH:26]=[C:25]([F:27])[CH:24]=[CH:23][C:22]=3[O:28][CH3:29])([CH3:20])[CH3:19])[NH:10][C:11]=2[CH:12]=[CH:13][CH:14]=1)=[O:5])C.[OH-].[K+], predict the reaction product. The product is: [F:27][C:25]1[CH:24]=[CH:23][C:22]([O:28][CH3:29])=[C:21]([C:18]([CH3:19])([CH3:20])[CH2:17][C:16]([OH:34])([C:30]([F:32])([F:33])[F:31])[CH2:15][C:9]2[NH:10][C:11]3[CH:12]=[CH:13][CH:14]=[C:6]([C:4]([OH:5])=[O:3])[C:7]=3[CH:8]=2)[CH:26]=1. (4) Given the reactants [Br:1][C:2]1[CH:3]=[CH:4][C:5]2[C:6](=O)[C:7]3[C:12]([C:13]=2[CH:14]=1)=[CH:11][C:10]([Br:15])=[CH:9][CH:8]=3.O.NN.[OH-].[K+].Cl, predict the reaction product. The product is: [Br:1][C:2]1[CH:3]=[CH:4][C:5]2[CH2:6][C:7]3[C:12]([C:13]=2[CH:14]=1)=[CH:11][C:10]([Br:15])=[CH:9][CH:8]=3.